From a dataset of Forward reaction prediction with 1.9M reactions from USPTO patents (1976-2016). Predict the product of the given reaction. Given the reactants C(OC(C(F)(F)F)=O)(C(F)(F)F)=O.[Br:14][C:15]1[C:16]([C:27]2[S:28][CH2:29][C:30](O)([C:32]([F:35])([F:34])[F:33])[N:31]=2)=[CH:17][C:18]([NH:21][C:22]([NH:24][CH2:25][CH3:26])=[O:23])=[N:19][CH:20]=1, predict the reaction product. The product is: [Br:14][C:15]1[C:16]([C:27]2[S:28][CH:29]=[C:30]([C:32]([F:34])([F:33])[F:35])[N:31]=2)=[CH:17][C:18]([NH:21][C:22]([NH:24][CH2:25][CH3:26])=[O:23])=[N:19][CH:20]=1.